Dataset: hERG Central: cardiac toxicity at 1µM, 10µM, and general inhibition. Task: Predict hERG channel inhibition at various concentrations. (1) The molecule is Cc1nc(N2CCN(c3ccccn3)CC2)c2c(C)c(C(=O)Nc3ccc(F)cc3F)sc2n1. Results: hERG_inhib (hERG inhibition (general)): blocker. (2) The molecule is O=C(/C=C/c1ccc(F)cc1)NCCCN1CCN(CCCNC(=O)/C=C/c2ccc(F)cc2)CC1. Results: hERG_inhib (hERG inhibition (general)): blocker. (3) The molecule is Cc1cccc(-c2nc(CNC(=O)c3ccco3)cs2)c1. Results: hERG_inhib (hERG inhibition (general)): blocker. (4) The compound is O=C(N/N=C/c1ccccn1)c1cc(Br)ccc1O. Results: hERG_inhib (hERG inhibition (general)): blocker. (5) The compound is Cc1cccn2c(=O)c3cc(C(=O)NCc4ccco4)c(=N)n(CCc4ccccc4)c3nc12. Results: hERG_inhib (hERG inhibition (general)): blocker. (6) The molecule is C=CCNCC(=O)NN=C(c1ccccc1)c1ccccc1. Results: hERG_inhib (hERG inhibition (general)): blocker. (7) The compound is CCN(CC)CCn1c2ccc(F)cc2c2nc(C)sc21.Cl. Results: hERG_inhib (hERG inhibition (general)): blocker. (8) The molecule is Cc1ccc(-n2nc(C(=O)N3CCOCC3)cc2-c2ccc(Cl)cc2)cc1. Results: hERG_inhib (hERG inhibition (general)): blocker. (9) The molecule is Cl.N=c1n(CCN2CCCCC2)c2ccccc2n1CC(O)c1cccc(Br)c1. Results: hERG_inhib (hERG inhibition (general)): blocker.